Task: Predict the reaction yield, written as a fraction of the theoretical maximum amount of product (1.0 means a 100% yield; for example, 0.34 means a 34% yield).. Dataset: Reaction yield outcomes from USPTO patents with 853,638 reactions (1) The reactants are Br[C:2]1[CH:3]=[C:4]2[C:9](=[CH:10][CH:11]=1)[C:8]([CH:12]=[O:13])=[C:7]([OH:14])[CH:6]=[CH:5]2.[C:15](=[O:18])([O-])[O-].[Na+].[Na+].O.CN([CH:25]=[O:26])C. The catalyst is [NH4+].[Cl-].C1C=CC([P]([Pd]([P](C2C=CC=CC=2)(C2C=CC=CC=2)C2C=CC=CC=2)([P](C2C=CC=CC=2)(C2C=CC=CC=2)C2C=CC=CC=2)[P](C2C=CC=CC=2)(C2C=CC=CC=2)C2C=CC=CC=2)(C2C=CC=CC=2)C2C=CC=CC=2)=CC=1. The product is [CH:12]([C:8]1[C:7]([OH:14])=[CH:6][CH:5]=[C:4]2[C:9]=1[CH:10]=[CH:11][C:2]([C:2]1[CH:11]=[C:10]([CH:9]=[CH:4][CH:3]=1)[C:15]([O:26][CH3:25])=[O:18])=[CH:3]2)=[O:13]. The yield is 0.190. (2) The reactants are [CH3:1][C:2]([C:4]1[CH:9]=[CH:8][C:7]([NH2:10])=[CH:6][CH:5]=1)=[O:3].C(Cl)(=O)[C:12]1[CH:17]=[CH:16][C:15]([O:18][CH3:19])=[CH:14][CH:13]=1.C(N(CC)CC)C.C1C[O:32][CH2:31]C1. No catalyst specified. The product is [C:2]([C:4]1[CH:9]=[CH:8][C:7]([NH:10][C:31](=[O:32])[C:13]2[CH:12]=[CH:17][CH:16]=[C:15]([O:18][CH3:19])[CH:14]=2)=[CH:6][CH:5]=1)(=[O:3])[CH3:1]. The yield is 0.770. (3) The reactants are [F:1][C:2]1[CH:3]=[C:4](B(O)O)[CH:5]=[CH:6][CH:7]=1.Br[C:12]1[CH:13]=[C:14]([CH:18]=[C:19]([F:21])[CH:20]=1)[C:15]([OH:17])=[O:16].C([O-])([O-])=O.[Na+].[Na+].CN(C=O)C. The catalyst is CCO.C1C=CC([P]([Pd]([P](C2C=CC=CC=2)(C2C=CC=CC=2)C2C=CC=CC=2)([P](C2C=CC=CC=2)(C2C=CC=CC=2)C2C=CC=CC=2)[P](C2C=CC=CC=2)(C2C=CC=CC=2)C2C=CC=CC=2)(C2C=CC=CC=2)C2C=CC=CC=2)=CC=1.C(OCC)(=O)C.O. The product is [F:21][C:19]1[CH:18]=[C:14]([CH:13]=[C:12]([C:6]2[CH:5]=[CH:4][CH:3]=[C:2]([F:1])[CH:7]=2)[CH:20]=1)[C:15]([OH:17])=[O:16]. The yield is 0.900. (4) The reactants are [C:1]([O:11]N1C(=O)CCC1=O)([O:3][CH2:4][C:5]1[CH:10]=[CH:9][CH:8]=[CH:7][CH:6]=1)=O.[CH3:19][C:20]([NH2:27])([CH2:22][CH2:23][N:24]([CH3:26])[CH3:25])[CH3:21]. The catalyst is C1COCC1. The product is [CH3:25][N:24]([CH3:26])[CH2:23][CH2:22][C:20]([NH:27][C:1](=[O:11])[O:3][CH2:4][C:5]1[CH:6]=[CH:7][CH:8]=[CH:9][CH:10]=1)([CH3:21])[CH3:19]. The yield is 0.696. (5) The reactants are [CH2:1]([CH:3]([N:6]1[C:10]2[CH:11]=[CH:12][C:13]([C:15]([OH:17])=O)=[CH:14][C:9]=2[N:8]=[C:7]1[CH2:18][C:19]1[S:20][CH:21]=[CH:22][CH:23]=1)[CH2:4][CH3:5])[CH3:2].C1C=NC2N(O)N=NC=2C=1.CCN(C(C)C)C(C)C.[N:43]1[CH:48]=[CH:47][CH:46]=[CH:45][C:44]=1[CH:49]([NH2:53])[CH2:50][CH2:51][CH3:52].Cl. The catalyst is CN(C=O)C.O.C(Cl)CCl. The product is [N:43]1[CH:48]=[CH:47][CH:46]=[CH:45][C:44]=1[CH:49]([NH:53][C:15]([C:13]1[CH:12]=[CH:11][C:10]2[N:6]([CH:3]([CH2:4][CH3:5])[CH2:1][CH3:2])[C:7]([CH2:18][C:19]3[S:20][CH:21]=[CH:22][CH:23]=3)=[N:8][C:9]=2[CH:14]=1)=[O:17])[CH2:50][CH2:51][CH3:52]. The yield is 1.00. (6) The reactants are [CH:1]([N:4]1[CH2:9][CH2:8][N:7]([C:10]2[S:11][C:12]3[CH:18]=[C:17]([CH:19]=O)C=C[C:13]=3[N:14]=2)[CH2:6][CH2:5]1)([CH3:3])[CH3:2].[CH3:21][C:22](O)=O.N1[CH2:30][CH2:29][NH:28][CH2:27][CH2:26]1.[BH3-][C:32]#N.[Na+]. The catalyst is C1COCC1. The product is [CH:1]([N:4]1[CH2:5][CH2:6][N:7]([C:10]2[S:11][C:12]3[CH:18]=[C:17]([N:28]4[CH2:29][CH2:30][CH2:32][CH2:26][CH2:27]4)[CH:19]=[C:22]([CH3:21])[C:13]=3[N:14]=2)[CH2:8][CH2:9]1)([CH3:2])[CH3:3]. The yield is 0.260. (7) The product is [C:1]([NH:24][C@@H:25]([CH3:69])[C:26]([O:28][C:29]1[CH:34]=[CH:33][C:32]([C:35]2[S:39][C:38]3[CH:40]=[C:41]([OH:44])[CH:42]=[CH:43][C:37]=3[C:36]=2[C:52](=[O:68])[C:53]2[CH:54]=[CH:55][C:56]([O:59][CH2:60][CH2:61][N:62]3[CH2:67][CH2:66][O:65][CH2:64][CH2:63]3)=[CH:57][CH:58]=2)=[CH:31][CH:30]=1)=[O:27])(=[O:23])[CH2:2][CH2:3]/[CH:4]=[CH:5]\[CH2:6]/[CH:7]=[CH:8]\[CH2:9]/[CH:10]=[CH:11]\[CH2:12]/[CH:13]=[CH:14]\[CH2:15]/[CH:16]=[CH:17]\[CH2:18]/[CH:19]=[CH:20]\[CH2:21][CH3:22]. The catalyst is C1COCC1. The yield is 0.340. The reactants are [C:1]([NH:24][C@@H:25]([CH3:69])[C:26]([O:28][C:29]1[CH:34]=[CH:33][C:32]([C:35]2[S:39][C:38]3[CH:40]=[C:41]([O:44][Si](C(C)(C)C)(C)C)[CH:42]=[CH:43][C:37]=3[C:36]=2[C:52](=[O:68])[C:53]2[CH:58]=[CH:57][C:56]([O:59][CH2:60][CH2:61][N:62]3[CH2:67][CH2:66][O:65][CH2:64][CH2:63]3)=[CH:55][CH:54]=2)=[CH:31][CH:30]=1)=[O:27])(=[O:23])[CH2:2][CH2:3]/[CH:4]=[CH:5]\[CH2:6]/[CH:7]=[CH:8]\[CH2:9]/[CH:10]=[CH:11]\[CH2:12]/[CH:13]=[CH:14]\[CH2:15]/[CH:16]=[CH:17]\[CH2:18]/[CH:19]=[CH:20]\[CH2:21][CH3:22].[F-].C([N+](CCCC)(CCCC)CCCC)CCC. (8) The reactants are [CH:1]([N:4]1[C:8]([C:9]2[C:14]([CH2:15][O:16][C:17]3[CH:18]=[CH:19][C:20]4[N:24]=[CH:23][N:22](C(OC(C)(C)C)=O)[C:21]=4[CH:32]=3)=[CH:13][CH:12]=[CH:11][N:10]=2)=[CH:7][CH:6]=[N:5]1)([CH3:3])[CH3:2].C(N1C(C2C([CH2:47][O:48]C3C=CC4N(C(OC(C)(C)C)=O)C=NC=4C=3)=CC=CN=2)=CC=N1)(C)C.N12CN3CN(CN(C3)C1)C2.C12CC3CC(CC(C3)C1)C2. The catalyst is FC(F)(F)C(O)=O. The product is [CH:1]([N:4]1[C:8]([C:9]2[C:14]([CH2:15][O:16][C:17]3[CH:18]=[CH:19][C:20]4[N:24]=[CH:23][NH:22][C:21]=4[C:32]=3[CH:47]=[O:48])=[CH:13][CH:12]=[CH:11][N:10]=2)=[CH:7][CH:6]=[N:5]1)([CH3:3])[CH3:2]. The yield is 0.110. (9) The product is [O:5]1[C:9]2[CH:10]=[CH:11][C:12]([NH:14][C:3]([NH2:2])=[S:4])=[CH:13][C:8]=2[O:7][CH2:6]1. The yield is 0.350. The reactants are [NH4+].[N:2]#[C:3][S-:4].[O:5]1[C:9]2[CH:10]=[CH:11][C:12]([NH2:14])=[CH:13][C:8]=2[O:7][CH2:6]1. The catalyst is Cl.O.